Dataset: NCI-60 drug combinations with 297,098 pairs across 59 cell lines. Task: Regression. Given two drug SMILES strings and cell line genomic features, predict the synergy score measuring deviation from expected non-interaction effect. (1) Drug 1: CC1C(C(CC(O1)OC2CC(CC3=C2C(=C4C(=C3O)C(=O)C5=C(C4=O)C(=CC=C5)OC)O)(C(=O)CO)O)N)O.Cl. Drug 2: CC12CCC3C(C1CCC2OP(=O)(O)O)CCC4=C3C=CC(=C4)OC(=O)N(CCCl)CCCl.[Na+]. Cell line: BT-549. Synergy scores: CSS=8.17, Synergy_ZIP=1.70, Synergy_Bliss=6.66, Synergy_Loewe=2.81, Synergy_HSA=2.87. (2) Drug 1: C1C(C(OC1N2C=NC(=NC2=O)N)CO)O. Drug 2: C(CCl)NC(=O)N(CCCl)N=O. Cell line: A498. Synergy scores: CSS=-0.456, Synergy_ZIP=1.20, Synergy_Bliss=0.846, Synergy_Loewe=-0.759, Synergy_HSA=-1.48. (3) Drug 1: C1=NC(=NC(=O)N1C2C(C(C(O2)CO)O)O)N. Drug 2: COCCOC1=C(C=C2C(=C1)C(=NC=N2)NC3=CC=CC(=C3)C#C)OCCOC.Cl. Cell line: SW-620. Synergy scores: CSS=43.9, Synergy_ZIP=1.99, Synergy_Bliss=2.22, Synergy_Loewe=-10.5, Synergy_HSA=0.849. (4) Drug 1: CCCS(=O)(=O)NC1=C(C(=C(C=C1)F)C(=O)C2=CNC3=C2C=C(C=N3)C4=CC=C(C=C4)Cl)F. Drug 2: CCC1(CC2CC(C3=C(CCN(C2)C1)C4=CC=CC=C4N3)(C5=C(C=C6C(=C5)C78CCN9C7C(C=CC9)(C(C(C8N6C=O)(C(=O)OC)O)OC(=O)C)CC)OC)C(=O)OC)O.OS(=O)(=O)O. Cell line: HOP-92. Synergy scores: CSS=34.1, Synergy_ZIP=-1.33, Synergy_Bliss=7.78, Synergy_Loewe=-11.9, Synergy_HSA=6.55. (5) Drug 1: COC1=C(C=C2C(=C1)N=CN=C2NC3=CC(=C(C=C3)F)Cl)OCCCN4CCOCC4. Drug 2: CCC1(CC2CC(C3=C(CCN(C2)C1)C4=CC=CC=C4N3)(C5=C(C=C6C(=C5)C78CCN9C7C(C=CC9)(C(C(C8N6C=O)(C(=O)OC)O)OC(=O)C)CC)OC)C(=O)OC)O.OS(=O)(=O)O. Cell line: HOP-62. Synergy scores: CSS=29.6, Synergy_ZIP=6.17, Synergy_Bliss=10.3, Synergy_Loewe=10.6, Synergy_HSA=10.6. (6) Drug 1: CCC1=CC2CC(C3=C(CN(C2)C1)C4=CC=CC=C4N3)(C5=C(C=C6C(=C5)C78CCN9C7C(C=CC9)(C(C(C8N6C)(C(=O)OC)O)OC(=O)C)CC)OC)C(=O)OC.C(C(C(=O)O)O)(C(=O)O)O. Drug 2: C1=NC2=C(N=C(N=C2N1C3C(C(C(O3)CO)O)O)F)N. Cell line: SK-MEL-5. Synergy scores: CSS=24.8, Synergy_ZIP=5.01, Synergy_Bliss=2.22, Synergy_Loewe=-14.9, Synergy_HSA=3.02. (7) Drug 1: CC1=CC2C(CCC3(C2CCC3(C(=O)C)OC(=O)C)C)C4(C1=CC(=O)CC4)C. Drug 2: C#CCC(CC1=CN=C2C(=N1)C(=NC(=N2)N)N)C3=CC=C(C=C3)C(=O)NC(CCC(=O)O)C(=O)O. Cell line: SF-539. Synergy scores: CSS=-3.09, Synergy_ZIP=-4.17, Synergy_Bliss=-11.7, Synergy_Loewe=-103, Synergy_HSA=-12.1.